Dataset: Forward reaction prediction with 1.9M reactions from USPTO patents (1976-2016). Task: Predict the product of the given reaction. (1) Given the reactants [CH2:1]([C:5]1[N:6]=[C:7]([NH:21][CH2:22][C:23]2[CH:28]=[CH:27][C:26]([O:29][CH3:30])=[CH:25][C:24]=2[O:31][CH3:32])[C:8]2[NH:13][N:12]=[C:11]([C:14]#[C:15][CH2:16][CH2:17][CH2:18][CH2:19]Cl)[C:9]=2[N:10]=1)[CH2:2][CH2:3][CH3:4].[NH:33]1[CH2:37][CH2:36][CH2:35][CH2:34]1.CCN(CC)CC, predict the reaction product. The product is: [CH2:1]([C:5]1[N:6]=[C:7]([NH:21][CH2:22][C:23]2[CH:28]=[CH:27][C:26]([O:29][CH3:30])=[CH:25][C:24]=2[O:31][CH3:32])[C:8]2[NH:13][N:12]=[C:11]([C:14]#[C:15][CH2:16][CH2:17][CH2:18][CH2:19][N:33]3[CH2:37][CH2:36][CH2:35][CH2:34]3)[C:9]=2[N:10]=1)[CH2:2][CH2:3][CH3:4]. (2) Given the reactants [H-].[Na+].[CH3:3][O:4][C:5](=[O:15])[C:6]1[CH:11]=[C:10]([OH:12])[CH:9]=[C:8]([Cl:13])[C:7]=1[OH:14].[H][H].Br[CH2:19][CH:20]=[C:21]([Cl:23])[Cl:22], predict the reaction product. The product is: [CH3:3][O:4][C:5](=[O:15])[C:6]1[CH:11]=[C:10]([O:12][CH2:19][CH:20]=[C:21]([Cl:23])[Cl:22])[CH:9]=[C:8]([Cl:13])[C:7]=1[O:14][CH2:19][CH:20]=[C:21]([Cl:23])[Cl:22]. (3) Given the reactants [Br:1][C:2]1[CH:14]=[CH:13][C:12]2[C:11]3[C:6](=[CH:7][CH:8]=[CH:9][CH:10]=3)[CH2:5][C:4]=2[CH:3]=1.CS(C)=O.[OH-].[Na+].[CH2:21](Br)[CH2:22][CH2:23][CH2:24][CH2:25][CH2:26][CH2:27][CH3:28], predict the reaction product. The product is: [Br:1][C:2]1[CH:14]=[CH:13][C:12]2[C:11]3[C:6](=[CH:7][CH:8]=[CH:9][CH:10]=3)[C:5]([CH2:13][CH2:14][CH2:2][CH2:3][CH2:4][CH2:12][CH2:11][CH3:10])([CH2:21][CH2:22][CH2:23][CH2:24][CH2:25][CH2:26][CH2:27][CH3:28])[C:4]=2[CH:3]=1. (4) Given the reactants [F:1][C:2]1[CH:19]=[CH:18][C:5]([CH2:6][C:7]2[N:12]=[CH:11][C:10]3[C:13]([CH3:17])([CH3:16])[CH2:14][NH:15][C:9]=3[CH:8]=2)=[CH:4][CH:3]=1.C(N(C(C)C)CC)(C)C.ClCC(Cl)=O.[C:34]([O:38][C:39]([N:41]1[CH2:46][C@H:45]([CH2:47][N:48]2[CH2:53][CH2:52][O:51][CH2:50][CH2:49]2)[N:44]([CH2:54][C:55](O)=[O:56])[CH2:43][C@H:42]1[CH3:58])=[O:40])([CH3:37])([CH3:36])[CH3:35], predict the reaction product. The product is: [C:34]([O:38][C:39]([N:41]1[CH2:46][C@H:45]([CH2:47][N:48]2[CH2:49][CH2:50][O:51][CH2:52][CH2:53]2)[N:44]([CH2:54][C:55]([N:15]2[C:9]3[CH:8]=[C:7]([CH2:6][C:5]4[CH:4]=[CH:3][C:2]([F:1])=[CH:19][CH:18]=4)[N:12]=[CH:11][C:10]=3[C:13]([CH3:17])([CH3:16])[CH2:14]2)=[O:56])[CH2:43][C@H:42]1[CH3:58])=[O:40])([CH3:37])([CH3:36])[CH3:35]. (5) Given the reactants [C:1]([O:4][C@@H:5]1[O:22][CH2:21][C@@H:16]([O:17][C:18](=[O:20])[CH3:19])[C@H:11]([O:12][C:13](=[O:15])[CH3:14])[C@H:6]1[O:7][C:8](=[O:10])[CH3:9])(=O)[CH3:2].[Sn](Cl)(Cl)(Cl)Cl.[CH3:28][CH:29]([CH2:35][CH2:36][CH2:37][CH:38]([CH3:50])[CH2:39][CH2:40][CH2:41][CH:42]([CH3:49])[CH2:43][CH2:44][CH2:45][CH:46]([CH3:48])[CH3:47])[CH2:30][CH2:31]CCO.O.C(=O)(O)[O-].[Na+], predict the reaction product. The product is: [C:8]([O:7][C@@H:6]1[C@@H:11]([O:12][C:13](=[O:15])[CH3:14])[C@H:16]([O:17][C:18](=[O:20])[CH3:19])[CH2:21][O:22][C@H:5]1[O:4][CH2:1][CH2:2][CH2:31][CH2:30][CH:29]([CH3:28])[CH2:35][CH2:36][CH2:37][CH:38]([CH3:50])[CH2:39][CH2:40][CH2:41][CH:42]([CH3:49])[CH2:43][CH2:44][CH2:45][CH:46]([CH3:48])[CH3:47])(=[O:10])[CH3:9]. (6) Given the reactants [OH:1][S:2]([OH:5])(=O)=[O:3].[C:6]1([N:12]2[CH2:16][CH2:15][CH2:14][CH2:13]2)[CH:11]=[CH:10][CH:9]=[CH:8][CH:7]=1, predict the reaction product. The product is: [N:12]1([C:6]2[CH:11]=[CH:10][C:9]([S:2]([OH:5])(=[O:3])=[O:1])=[CH:8][CH:7]=2)[CH2:16][CH2:15][CH2:14][CH2:13]1. (7) Given the reactants O1CCCC1.[CH:6]1([N:13]2[CH2:18][CH2:17][N:16]([C:19]([O:21][CH:22]3[C:23]([O:56]C(OCC)C)([CH3:55])[CH2:24][CH2:25][CH:26]([OH:54])[CH2:27][C:28]([O:30][CH:31](/[C:36](/[CH3:53])=[CH:37]/[CH:38]=[CH:39]/[C:40]([OH:52])([CH3:51])[CH2:41][CH:42]4[O:50][CH:43]4[CH:44]([CH3:49])[CH:45]([OH:48])[CH2:46][CH3:47])[CH:32]([CH3:35])[CH:33]=[CH:34]3)=[O:29])=[O:20])[CH2:15][CH2:14]2)[CH2:12][CH2:11][CH2:10][CH2:9][CH2:8][CH2:7]1.C1(C)C=CC(S([O-])(=O)=O)=CC=1.[NH+]1C=CC=CC=1.C(=O)(O)[O-].[Na+], predict the reaction product. The product is: [CH:6]1([N:13]2[CH2:18][CH2:17][N:16]([C:19]([O:21][CH:22]3[C:23]([OH:56])([CH3:55])[CH2:24][CH2:25][CH:26]([OH:54])[CH2:27][C:28]([O:30][CH:31](/[C:36](/[CH3:53])=[CH:37]/[CH:38]=[CH:39]/[C:40]([OH:52])([CH3:51])[CH2:41][CH:42]4[O:50][CH:43]4[CH:44]([CH3:49])[CH:45]([OH:48])[CH2:46][CH3:47])[CH:32]([CH3:35])[CH:33]=[CH:34]3)=[O:29])=[O:20])[CH2:15][CH2:14]2)[CH2:7][CH2:8][CH2:9][CH2:10][CH2:11][CH2:12]1. (8) Given the reactants [CH:1]1([O:6][C:7]2[CH:15]=[CH:14][C:13]([S:16]([CH3:19])(=[O:18])=[O:17])=[CH:12][C:8]=2[C:9]([OH:11])=O)[CH2:5][CH2:4][CH2:3][CH2:2]1.Cl.[CH3:21][S:22]([C:25]1[S:29][C:28]([N:30]2[CH2:35][CH2:34][NH:33][CH2:32][CH2:31]2)=[N:27][CH:26]=1)(=[O:24])=[O:23], predict the reaction product. The product is: [CH:1]1([O:6][C:7]2[CH:15]=[CH:14][C:13]([S:16]([CH3:19])(=[O:18])=[O:17])=[CH:12][C:8]=2[C:9]([N:33]2[CH2:34][CH2:35][N:30]([C:28]3[S:29][C:25]([S:22]([CH3:21])(=[O:24])=[O:23])=[CH:26][N:27]=3)[CH2:31][CH2:32]2)=[O:11])[CH2:2][CH2:3][CH2:4][CH2:5]1. (9) Given the reactants [CH3:1][O:2][C:3](=[O:11])[C:4]1[CH:9]=[CH:8][C:7]([OH:10])=[CH:6][CH:5]=1.[I:12]Cl, predict the reaction product. The product is: [OH:10][C:7]1[CH:8]=[CH:9][C:4]([C:3]([O:2][CH3:1])=[O:11])=[CH:5][C:6]=1[I:12]. (10) Given the reactants [CH3:1][O:2][C:3]1[CH:4]=[C:5]2[C:9](=[CH:10][C:11]=1[O:12][CH3:13])[CH2:8][N:7]([C:14]1[C:15]([CH3:34])=[C:16]([CH3:33])[C:17]3[O:21][C:20]([CH3:23])([CH3:22])[CH:19]([C:24]4[CH:29]=[CH:28][C:27]([CH3:30])=[CH:26][CH:25]=4)[C:18]=3[C:31]=1[CH3:32])[CH2:6]2.[CH:35](Cl)(Cl)[Cl:36], predict the reaction product. The product is: [ClH:36].[CH3:1][O:2][C:3]1[CH:4]=[C:5]2[C:9](=[CH:10][C:11]=1[O:12][CH3:13])[CH2:8][N:7]([C:14]1[C:15]([CH3:34])=[C:16]([CH3:33])[C:17]3[O:21][C:20]([CH3:23])([CH3:22])[CH:19]([C:24]4[CH:25]=[CH:26][C:27]([CH2:30][CH3:35])=[CH:28][CH:29]=4)[C:18]=3[C:31]=1[CH3:32])[CH2:6]2.